From a dataset of CYP2C9 inhibition data for predicting drug metabolism from PubChem BioAssay. Regression/Classification. Given a drug SMILES string, predict its absorption, distribution, metabolism, or excretion properties. Task type varies by dataset: regression for continuous measurements (e.g., permeability, clearance, half-life) or binary classification for categorical outcomes (e.g., BBB penetration, CYP inhibition). Dataset: cyp2c9_veith. (1) The drug is CN1CC[C@@]2(CCCN(C(=O)c3ccncc3)C2)C1. The result is 0 (non-inhibitor). (2) The compound is Fc1ccc(Nc2ccnc(-c3ccc4c(c3)OCO4)n2)cc1. The result is 0 (non-inhibitor). (3) The compound is COc1ccc2cc(CCC(C)=O)ccc2c1. The result is 0 (non-inhibitor). (4) The compound is O=Nc1c(O)n(Cc2ccc(Cl)c(Cl)c2)c2ccccc12. The result is 1 (inhibitor).